Dataset: Forward reaction prediction with 1.9M reactions from USPTO patents (1976-2016). Task: Predict the product of the given reaction. (1) Given the reactants [F:1][CH:2]([F:38])[CH2:3][N:4]1[CH:12]=[C:11]2[C:6]([C:7]([CH:14]([O:16][CH2:17][C:18]3([C:31]4[CH:36]=[CH:35][C:34]([F:37])=[CH:33][CH:32]=4)[CH2:23][CH2:22][N:21]([C:24](OC(C)(C)C)=O)[CH2:20][CH2:19]3)[CH3:15])=[CH:8][C:9]([CH3:13])=[CH:10]2)=[N:5]1.C([BH3-])#N.[Na+].C=O, predict the reaction product. The product is: [F:38][CH:2]([F:1])[CH2:3][N:4]1[CH:12]=[C:11]2[C:6]([C:7]([CH:14]([O:16][CH2:17][C:18]3([C:31]4[CH:32]=[CH:33][C:34]([F:37])=[CH:35][CH:36]=4)[CH2:19][CH2:20][N:21]([CH3:24])[CH2:22][CH2:23]3)[CH3:15])=[CH:8][C:9]([CH3:13])=[CH:10]2)=[N:5]1. (2) Given the reactants [CH2:1]([O:8][C:9]1[CH:18]=[C:17]2[C:12]([C:13](O)=[C:14]([N+:19]([O-:21])=[O:20])[CH:15]=[N:16]2)=[CH:11][CH:10]=1)[C:2]1[CH:7]=[CH:6][CH:5]=[CH:4][CH:3]=1.P(Cl)(Cl)([Cl:25])=O, predict the reaction product. The product is: [CH2:1]([O:8][C:9]1[CH:18]=[C:17]2[C:12]([C:13]([Cl:25])=[C:14]([N+:19]([O-:21])=[O:20])[CH:15]=[N:16]2)=[CH:11][CH:10]=1)[C:2]1[CH:7]=[CH:6][CH:5]=[CH:4][CH:3]=1. (3) Given the reactants ClC(OC1C=CC([N+]([O-])=O)=CC=1)=[O:3].[CH:14]([N:17]([CH2:21][CH3:22])[CH:18]([CH3:20])C)(C)C.[CH3:23][C@H:24]1[CH2:33][NH:32][C:31]2[C:26](=[CH:27][CH:28]=[C:29]([C:34]3[CH:39]=[CH:38][C:37]([S:40]([CH3:43])(=[O:42])=[O:41])=[CH:36][CH:35]=3)[CH:30]=2)[N:25]1[C:44](=[O:46])[CH3:45].N1CCCC1, predict the reaction product. The product is: [CH3:23][C@H:24]1[CH2:33][N:32]([C:14]([N:17]2[CH2:18][CH2:20][CH2:22][CH2:21]2)=[O:3])[C:31]2[C:26](=[CH:27][CH:28]=[C:29]([C:34]3[CH:35]=[CH:36][C:37]([S:40]([CH3:43])(=[O:42])=[O:41])=[CH:38][CH:39]=3)[CH:30]=2)[N:25]1[C:44](=[O:46])[CH3:45]. (4) The product is: [NH2:58][C:57]1[O:7][C:6]([C:8]2[C:17]3[C:12](=[CH:13][CH:14]=[CH:15][CH:16]=3)[CH:11]=[CH:10][CH:9]=2)=[C:5]([CH:18]([CH3:20])[CH3:19])[N:56]=1. Given the reactants C(O[CH:5]([CH:18]([CH3:20])[CH3:19])[C:6]([C:8]1[C:17]2[C:12](=[CH:13][CH:14]=[CH:15][CH:16]=2)[CH:11]=[CH:10][CH:9]=1)=[O:7])(=O)C.Cl.OC(C(C)C)C(C1C2C(=CC=CC=2)C=CC=1)=O.OC(C1C2C(=CC=CC=2)C=CC=1)C(=O)C(C)C.[N:56]#[C:57][NH2:58], predict the reaction product. (5) Given the reactants Cl.[N:2]1([CH2:8][CH2:9][CH2:10][C:11]([OH:13])=[O:12])[CH2:7][CH2:6][CH2:5][CH2:4][CH2:3]1.C1N=CN(C(N2C=NC=C2)=O)C=1.[F:26][C:27]1[C:31]([C:32]2[CH:33]=[N:34][C:35]3[C:40]([CH:41]=2)=[CH:39][CH:38]=[CH:37][CH:36]=3)=[N:30][NH:29][C:28]=1[NH2:42], predict the reaction product. The product is: [CH:11]([OH:13])=[O:12].[F:26][C:27]1[C:31]([C:32]2[CH:33]=[N:34][C:35]3[C:40]([CH:41]=2)=[CH:39][CH:38]=[CH:37][CH:36]=3)=[N:30][NH:29][C:28]=1[NH:42][C:11](=[O:13])[CH2:10][CH2:9][CH2:8][N:2]1[CH2:3][CH2:4][CH2:5][CH2:6][CH2:7]1. (6) Given the reactants [CH3:1][C:2]([O:5][C:6]([NH:8][C@H:9]1[CH2:14][CH2:13][CH2:12][N:11]([C:15]([O:17][CH2:18][C:19]2[CH:24]=[CH:23][CH:22]=[CH:21][CH:20]=2)=[O:16])[CH2:10]1)=[O:7])([CH3:4])[CH3:3].[H-].[Na+].Br[CH2:28][CH2:29][O:30][Si:31]([C:34]([CH3:37])([CH3:36])[CH3:35])([CH3:33])[CH3:32].O, predict the reaction product. The product is: [Si:31]([O:30][CH2:29][CH2:28][N:8]([C:6]([O:5][C:2]([CH3:1])([CH3:3])[CH3:4])=[O:7])[C@H:9]1[CH2:14][CH2:13][CH2:12][N:11]([C:15]([O:17][CH2:18][C:19]2[CH:20]=[CH:21][CH:22]=[CH:23][CH:24]=2)=[O:16])[CH2:10]1)([C:34]([CH3:37])([CH3:36])[CH3:35])([CH3:33])[CH3:32].